From a dataset of Full USPTO retrosynthesis dataset with 1.9M reactions from patents (1976-2016). Predict the reactants needed to synthesize the given product. (1) The reactants are: C(Cl)(=O)C(Cl)=O.[CH3:7][O:8][C:9]1[CH:14]=[C:13]([O:15][CH3:16])[CH:12]=[CH:11][C:10]=1[C:17]1[CH:22]=[CH:21][C:20]([C:23]([OH:25])=O)=[CH:19][C:18]=1[CH3:26].O[N:28]=[C:29]([C:31]1[CH:36]=[CH:35][CH:34]=[CH:33][C:32]=1[O:37][CH3:38])[NH2:30].CCN(C(C)C)C(C)C. Given the product [CH3:7][O:8][C:9]1[CH:14]=[C:13]([O:15][CH3:16])[CH:12]=[CH:11][C:10]=1[C:17]1[CH:22]=[CH:21][C:20]([C:23]2[O:25][N:30]=[C:29]([C:31]3[CH:36]=[CH:35][CH:34]=[CH:33][C:32]=3[O:37][CH3:38])[N:28]=2)=[CH:19][C:18]=1[CH3:26], predict the reactants needed to synthesize it. (2) The reactants are: [Br:1][C:2]1[CH:7]=[CH:6][C:5]([C:8]([CH3:12])([CH3:11])[CH2:9]O)=[CH:4][CH:3]=1.C(N(S(F)(F)[F:19])CC)C. Given the product [Br:1][C:2]1[CH:7]=[CH:6][C:5]([C:8]([CH3:12])([CH3:11])[CH2:9][F:19])=[CH:4][CH:3]=1, predict the reactants needed to synthesize it. (3) Given the product [CH:2]([C@H:3]1[CH2:7][CH2:6][C:5](=[O:8])[N:4]1[CH2:9][C:10]1[CH:15]=[CH:14][C:13]([CH2:16][C:17]([O:19][CH3:20])=[O:18])=[CH:12][CH:11]=1)=[O:1], predict the reactants needed to synthesize it. The reactants are: [OH:1][CH2:2][C@H:3]1[CH2:7][CH2:6][C:5](=[O:8])[N:4]1[CH2:9][C:10]1[CH:15]=[CH:14][C:13]([CH2:16][C:17]([O:19][CH3:20])=[O:18])=[CH:12][CH:11]=1.CC(OI1(OC(C)=O)(OC(C)=O)OC(=O)C2C=CC=CC1=2)=O. (4) The reactants are: [CH3:1][N:2]1[CH2:6][C:5]23[CH:11]([CH2:12][CH2:13][CH:4]2[CH2:3]1)[C:10]1[CH:14]=[CH:15][C:16]([C:18]2[CH:19]=[C:20]([C:24](=O)[CH3:25])[CH:21]=[CH:22][CH:23]=2)=[CH:17][C:9]=1[CH2:8][CH2:7]3.Cl.[NH2:28][OH:29].N1C=CC=CC=1. Given the product [CH3:1][N:2]1[CH2:6][C:5]23[CH:11]([CH2:12][CH2:13][CH:4]2[CH2:3]1)[C:10]1[CH:14]=[CH:15][C:16]([C:18]2[CH:19]=[C:20]([C:24](=[N:28][OH:29])[CH3:25])[CH:21]=[CH:22][CH:23]=2)=[CH:17][C:9]=1[CH2:8][CH2:7]3, predict the reactants needed to synthesize it. (5) Given the product [C:1]([C:5]1[O:6][C:7]([OH:10])=[C:8]([CH:23]=[O:24])[N:9]=1)([CH3:4])([CH3:3])[CH3:2], predict the reactants needed to synthesize it. The reactants are: [C:1]([C:5]1[O:6][C:7]([OH:10])=[CH:8][N:9]=1)([CH3:4])([CH3:3])[CH3:2].C1N2CN3CN(C2)CN1C3.FC(F)(F)[C:23](O)=[O:24]. (6) Given the product [OH:28][CH:26]1[CH2:27][N:24]([C:2]2[N:7]3[N:8]=[CH:9][CH:10]=[C:6]3[N:5]=[C:4]([NH:11][C:12](=[O:23])[C:13]3[CH:18]=[CH:17][C:16]([C:19]([OH:22])([CH3:21])[CH3:20])=[CH:15][CH:14]=3)[CH:3]=2)[CH2:25]1, predict the reactants needed to synthesize it. The reactants are: Cl[C:2]1[N:7]2[N:8]=[CH:9][CH:10]=[C:6]2[N:5]=[C:4]([NH:11][C:12](=[O:23])[C:13]2[CH:18]=[CH:17][C:16]([C:19]([OH:22])([CH3:21])[CH3:20])=[CH:15][CH:14]=2)[CH:3]=1.[NH:24]1[CH2:27][CH:26]([OH:28])[CH2:25]1.